This data is from Catalyst prediction with 721,799 reactions and 888 catalyst types from USPTO. The task is: Predict which catalyst facilitates the given reaction. (1) Product: [CH3:61][C:51]1[CH:52]=[CH:53][C:54]([C:56]([OH:59])=[O:57])=[CH:55][C:50]=1[C:19]1([OH:20])[C@H:18]([O:17][CH2:10][C:11]2[CH:12]=[CH:13][CH:14]=[CH:15][CH:16]=2)[C@@H:24]([O:25][CH2:26][C:27]2[CH:32]=[CH:31][CH:30]=[CH:29][CH:28]=2)[C@H:23]([O:33][CH2:34][C:35]2[CH:36]=[CH:37][CH:38]=[CH:39][CH:40]=2)[C@@H:22]([CH2:41][O:42][CH2:43][C:44]2[CH:45]=[CH:46][CH:47]=[CH:48][CH:49]=2)[O:21]1. Reactant: S(=O)(=O)(O)N.Cl([O-])=O.[Na+].[CH2:10]([O:17][C@@H:18]1[C@@H:24]([O:25][CH2:26][C:27]2[CH:32]=[CH:31][CH:30]=[CH:29][CH:28]=2)[C@H:23]([O:33][CH2:34][C:35]2[CH:40]=[CH:39][CH:38]=[CH:37][CH:36]=2)[C@@H:22]([CH2:41][O:42][CH2:43][C:44]2[CH:49]=[CH:48][CH:47]=[CH:46][CH:45]=2)[O:21][C:19]1([C:50]1[CH:55]=[C:54]([CH:56]([O:59]C)[O:57]C)[CH:53]=[CH:52][C:51]=1[CH3:61])[OH:20])[C:11]1[CH:16]=[CH:15][CH:14]=[CH:13][CH:12]=1. The catalyst class is: 95. (2) Reactant: [CH3:1][N:2]([CH:4]=O)[CH3:3].[CH3:6][O:7][N:8]([CH3:35])[C:9]([C:11]1[S:12][C:13]([C:17]2[CH:18]=[C:19]([C:25]3[CH:30]=[CH:29][C:28]([S:31](=[O:34])(=[O:33])[NH2:32])=[CH:27][CH:26]=3)[C:20]([O:23][CH3:24])=[CH:21][CH:22]=2)=[C:14]([CH3:16])[N:15]=1)=[O:10]. Product: [CH3:1][N:2]([CH:4]=[N:32][S:31]([C:28]1[CH:29]=[CH:30][C:25]([C:19]2[C:20]([O:23][CH3:24])=[CH:21][CH:22]=[C:17]([C:13]3[S:12][C:11]([C:9]([N:8]([O:7][CH3:6])[CH3:35])=[O:10])=[N:15][C:14]=3[CH3:16])[CH:18]=2)=[CH:26][CH:27]=1)(=[O:34])=[O:33])[CH3:3]. The catalyst class is: 13.